From a dataset of Reaction yield outcomes from USPTO patents with 853,638 reactions. Predict the reaction yield, written as a fraction of the theoretical maximum amount of product (1.0 means a 100% yield; for example, 0.34 means a 34% yield). (1) The reactants are [C:1]([O:5][C@@H:6]([C:12]1[C:40]([CH3:41])=[N:39][C:38]2=[CH:42][C:35]3=[N:36][N:37]2[C:13]=1[N:14]1[CH2:46][CH2:45][C:17]([CH3:47])([O:18][CH2:19][CH2:20][CH2:21][CH2:22][O:23][C:24]2[CH:25]=[CH:26][CH:27]=[CH:28][C:29]=2[CH2:30][C:31](=[O:44])[CH2:32][NH:33][C:34]3=[O:43])[CH2:16][CH2:15]1)[C:7]([O:9]CC)=[O:8])([CH3:4])([CH3:3])[CH3:2].[OH-].[Na+]. The catalyst is CO. The product is [C:1]([O:5][C@@H:6]([C:12]1[C:40]([CH3:41])=[N:39][C:38]2=[CH:42][C:35]3=[N:36][N:37]2[C:13]=1[N:14]1[CH2:46][CH2:45][C:17]([CH3:47])([O:18][CH2:19][CH2:20][CH2:21][CH2:22][O:23][C:24]2[CH:25]=[CH:26][CH:27]=[CH:28][C:29]=2[CH2:30][C:31](=[O:44])[CH2:32][NH:33][C:34]3=[O:43])[CH2:16][CH2:15]1)[C:7]([OH:9])=[O:8])([CH3:4])([CH3:2])[CH3:3]. The yield is 0.662. (2) The reactants are [F:1][C:2]1[CH:3]=[C:4]([CH2:8][C:9]#[N:10])[CH:5]=[CH:6][CH:7]=1.Br[CH2:12][CH2:13][CH2:14][CH2:15][CH2:16]Br. No catalyst specified. The product is [F:1][C:2]1[CH:3]=[C:4]([C:8]2([C:9]#[N:10])[CH2:16][CH2:15][CH2:14][CH2:13][CH2:12]2)[CH:5]=[CH:6][CH:7]=1. The yield is 0.970. (3) The yield is 0.220. The catalyst is ClCCl.CN(C1C=CN=CC=1)C. The reactants are Cl[S:2]([CH2:5][CH2:6][CH2:7][NH:8][C:9](=[O:11])[CH3:10])(=[O:4])=[O:3].[OH:12][CH2:13][C:14]([CH3:27])([CH3:26])[C:15]([O:17][CH2:18][CH2:19][O:20][C:21]([O:23][CH2:24][CH3:25])=[O:22])=[O:16].C(N(CC)CC)C. The product is [C:9]([NH:8][CH2:7][CH2:6][CH2:5][S:2]([O:12][CH2:13][C:14]([CH3:26])([CH3:27])[C:15]([O:17][CH2:18][CH2:19][O:20][C:21]([O:23][CH2:24][CH3:25])=[O:22])=[O:16])(=[O:4])=[O:3])(=[O:11])[CH3:10]. (4) The reactants are [OH:1][C:2]1([CH:7]([C:11]2[CH:16]=[CH:15][CH:14]=[CH:13][CH:12]=2)C(O)=O)[CH2:6][CH2:5][CH2:4][CH2:3]1.C1(P([N:31]=[N+]=[N-])(C2C=CC=CC=2)=O)C=CC=CC=1.CCO[C:37](C)=[O:38]. The catalyst is C1(C)C=CC=CC=1.CCCCCC. The product is [C:11]1([CH:7]2[C:2]3([CH2:3][CH2:4][CH2:5][CH2:6]3)[O:1][C:37](=[O:38])[NH:31]2)[CH:12]=[CH:13][CH:14]=[CH:15][CH:16]=1. The yield is 0.310. (5) The reactants are [Cl:1][C:2]1[C:3]([O:12][C:13]2[CH:18]=[C:17]([O:19][CH2:20][CH2:21][O:22][CH3:23])[CH:16]=[CH:15][C:14]=2/[CH:24]=[C:25](\[CH3:29])/[C:26]([OH:28])=O)=[N:4][CH:5]=[C:6]([C:8]([F:11])([F:10])[F:9])[CH:7]=1.Cl.C(N=C=NCCCN(C)C)C.[F:42][C:43]([F:50])([F:49])[CH2:44][S:45]([NH2:48])(=[O:47])=[O:46].Cl. The catalyst is C(#N)C.CN(C)C1C=CN=CC=1.C(OCC)(=O)C. The product is [Cl:1][C:2]1[C:3]([O:12][C:13]2[CH:18]=[C:17]([O:19][CH2:20][CH2:21][O:22][CH3:23])[CH:16]=[CH:15][C:14]=2/[CH:24]=[C:25](\[CH3:29])/[C:26]([NH:48][S:45]([CH2:44][C:43]([F:50])([F:49])[F:42])(=[O:47])=[O:46])=[O:28])=[N:4][CH:5]=[C:6]([C:8]([F:9])([F:10])[F:11])[CH:7]=1. The yield is 0.800. (6) The reactants are C([O:5][C:6](=[O:19])[CH2:7][NH:8][C:9]([C:11]1[C:16]([OH:17])=[CH:15][C:14]([OH:18])=[CH:13][N:12]=1)=[O:10])(C)(C)C.FC(F)(F)C(O)=O. The catalyst is C(Cl)Cl. The product is [OH:17][C:16]1[C:11]([C:9]([NH:8][CH2:7][C:6]([OH:19])=[O:5])=[O:10])=[N:12][CH:13]=[C:14]([OH:18])[CH:15]=1. The yield is 0.890. (7) The reactants are FC(F)(F)S(O[C:7]1[CH:12]=[CH:11][C:10]([C:13]2[N:14]=[CH:15][S:16][CH:17]=2)=[C:9]([F:18])[CH:8]=1)(=O)=O.C([Sn](CCCC)(CCCC)[C:26]([O:28]CC)=[CH2:27])CCC.[Cl-].[Li+]. The catalyst is O1CCOCC1.C(OCC)(=O)C.[Pd].C1(P(C2C=CC=CC=2)C2C=CC=CC=2)C=CC=CC=1.C1(P(C2C=CC=CC=2)C2C=CC=CC=2)C=CC=CC=1.C1(P(C2C=CC=CC=2)C2C=CC=CC=2)C=CC=CC=1.C1(P(C2C=CC=CC=2)C2C=CC=CC=2)C=CC=CC=1. The product is [F:18][C:9]1[CH:8]=[C:7]([C:26](=[O:28])[CH3:27])[CH:12]=[CH:11][C:10]=1[C:13]1[N:14]=[CH:15][S:16][CH:17]=1. The yield is 0.680.